Dataset: Forward reaction prediction with 1.9M reactions from USPTO patents (1976-2016). Task: Predict the product of the given reaction. (1) The product is: [CH3:1][C:2]1[CH:3]=[C:4]([C:8]2[N:9]=[C:10]([NH:20][C:21](=[O:23])[CH3:22])[S:11][C:12]=2[C:13]2[CH:18]=[CH:17][N:16]=[C:15]([CH3:19])[CH:14]=2)[CH:5]=[CH:6][CH:7]=1. Given the reactants [CH3:1][C:2]1[CH:3]=[C:4]([C:8]2[N:9]=[C:10]([NH2:20])[S:11][C:12]=2[C:13]2[CH:18]=[CH:17][N:16]=[C:15]([CH3:19])[CH:14]=2)[CH:5]=[CH:6][CH:7]=1.[C:21](Cl)(=[O:23])[CH3:22].C(=O)([O-])O.[Na+], predict the reaction product. (2) Given the reactants I[CH2:2][CH3:3].[C:4]([O:8][C:9](=[O:24])[NH:10][N:11]1[C:20]([CH3:21])=[C:19]([Br:22])[C:18]2[C:13](=[CH:14][N:15]=[CH:16][CH:17]=2)[C:12]1=[O:23])([CH3:7])([CH3:6])[CH3:5].C(=O)([O-])[O-].[K+].[K+].CN1CCCC1=O, predict the reaction product. The product is: [C:4]([O:8][C:9](=[O:24])[N:10]([N:11]1[C:20]([CH3:21])=[C:19]([Br:22])[C:18]2[C:13](=[CH:14][N:15]=[CH:16][CH:17]=2)[C:12]1=[O:23])[CH2:2][CH3:3])([CH3:7])([CH3:5])[CH3:6]. (3) Given the reactants [S:1]1[CH:5]=[C:4]([CH2:6][CH2:7][C:8]([OH:10])=O)[C:3]2[CH:11]=[CH:12][CH:13]=[CH:14][C:2]1=2.C(N(CC)CC)C.C(Cl)(=O)C(C)(C)C.[Cl-].[Li+].[CH2:31]([C@@H:38]1[CH2:42][O:41][C:40](=[O:43])[NH:39]1)[C:32]1[CH:37]=[CH:36][CH:35]=[CH:34][CH:33]=1, predict the reaction product. The product is: [S:1]1[CH:5]=[C:4]([CH2:6][CH2:7][C:8]([N:39]2[C@H:38]([CH2:31][C:32]3[CH:37]=[CH:36][CH:35]=[CH:34][CH:33]=3)[CH2:42][O:41][C:40]2=[O:43])=[O:10])[C:3]2[CH:11]=[CH:12][CH:13]=[CH:14][C:2]1=2. (4) Given the reactants Br[CH2:2][C:3](=O)[C:4]([O:6][CH2:7][CH3:8])=[O:5].[C:10]([CH2:12][C:13](=[S:15])[NH2:14])#[N:11], predict the reaction product. The product is: [C:10]([CH2:12][C:13]1[S:15][CH:2]=[C:3]([C:4]([O:6][CH2:7][CH3:8])=[O:5])[N:14]=1)#[N:11]. (5) Given the reactants CC(O)(C)C.CC[Mg+].[Br-].[NH2:10][C:11]([CH2:17][C:18]([O:20][CH3:21])=[O:19])=[CH:12][C:13]([O:15][CH3:16])=[O:14].[Cl:22][C:23]1[CH:28]=[CH:27][CH:26]=[C:25]([Cl:29])[C:24]=1[CH:30]=[C:31]([C:36](=O)[CH2:37][CH2:38][C:39]1[S:40][CH:41]=[CH:42][N:43]=1)[C:32]([O:34][CH3:35])=[O:33].C(O)(=O)C, predict the reaction product. The product is: [Cl:22][C:23]1[CH:28]=[CH:27][CH:26]=[C:25]([Cl:29])[C:24]=1[CH:30]1[C:31]([C:32]([O:34][CH3:35])=[O:33])=[C:36]([CH2:37][CH2:38][C:39]2[S:40][CH:41]=[CH:42][N:43]=2)[NH:10][C:11]([CH2:17][C:18]([O:20][CH3:21])=[O:19])=[C:12]1[C:13]([O:15][CH3:16])=[O:14]. (6) Given the reactants [CH2:1]([N:5]1[C:14]([CH2:15][NH:16]C(=O)OCC2C3C=CC=CC=3C3C2=CC=CC=3)=[C:13]([C:34]2[CH:39]=[CH:38][CH:37]=[CH:36][CH:35]=2)[C:12]2[C:7](=[CH:8][CH:9]=[C:10]([C:40]3[S:41][CH:42]=[C:43]([CH3:45])[N:44]=3)[CH:11]=2)[C:6]1=[O:46])[CH:2]([CH3:4])[CH3:3].N1CCCC1.O, predict the reaction product. The product is: [NH2:16][CH2:15][C:14]1[N:5]([CH2:1][CH:2]([CH3:4])[CH3:3])[C:6](=[O:46])[C:7]2[C:12]([C:13]=1[C:34]1[CH:39]=[CH:38][CH:37]=[CH:36][CH:35]=1)=[CH:11][C:10]([C:40]1[S:41][CH:42]=[C:43]([CH3:45])[N:44]=1)=[CH:9][CH:8]=2. (7) Given the reactants Cl[C:2]1[N:3]=[C:4]([N:19]2[CH2:24][CH2:23][O:22][CH2:21][CH2:20]2)[C:5]2[S:10][C:9]([CH2:11][NH:12][CH2:13][CH2:14][S:15]([CH3:18])(=[O:17])=[O:16])=[CH:8][C:6]=2[N:7]=1.CC1(C)C(C)(C)OB([C:33]2[CH:41]=[CH:40][CH:39]=[C:38]3[C:34]=2[CH:35]=[N:36][NH:37]3)O1, predict the reaction product. The product is: [NH:37]1[C:38]2[C:34](=[C:33]([C:2]3[N:3]=[C:4]([N:19]4[CH2:24][CH2:23][O:22][CH2:21][CH2:20]4)[C:5]4[S:10][C:9]([CH2:11][NH:12][CH2:13][CH2:14][S:15]([CH3:18])(=[O:17])=[O:16])=[CH:8][C:6]=4[N:7]=3)[CH:41]=[CH:40][CH:39]=2)[CH:35]=[N:36]1.